This data is from NCI-60 drug combinations with 297,098 pairs across 59 cell lines. The task is: Regression. Given two drug SMILES strings and cell line genomic features, predict the synergy score measuring deviation from expected non-interaction effect. Cell line: SNB-19. Drug 1: C(=O)(N)NO. Synergy scores: CSS=-3.21, Synergy_ZIP=1.49, Synergy_Bliss=0.888, Synergy_Loewe=-1.27, Synergy_HSA=-2.44. Drug 2: CC(C)NC(=O)C1=CC=C(C=C1)CNNC.Cl.